Dataset: Forward reaction prediction with 1.9M reactions from USPTO patents (1976-2016). Task: Predict the product of the given reaction. (1) Given the reactants [NH2:1][C:2]1[N:6]=[CH:5][NH:4][N:3]=1.[CH3:7][C:8]1[CH:13]=[CH:12][CH:11]=[C:10]([CH3:14])[C:9]=1[N+:15]#[C-:16].[CH:17](=O)[C:18]1[O:22][CH:21]=[CH:20][CH:19]=1, predict the reaction product. The product is: [CH3:7][C:8]1[CH:13]=[CH:12][CH:11]=[C:10]([CH3:14])[C:9]=1[NH:15][C:16]1[N:3]2[NH:4][CH:5]=[N:6][C:2]2=[N:1][C:17]=1[C:18]1[O:22][CH:21]=[CH:20][CH:19]=1. (2) Given the reactants [CH3:1][N:2]1[CH:6]=[C:5](B2OC(C)(C)C(C)(C)O2)[CH:4]=[N:3]1.N1C2C(=CC=CC=2)C=C(B(O)O)[CH:17]=1.Br[C:30]1[CH:38]=[CH:37][CH:36]=[C:35]2[C:31]=1[C:32]1([C:44]3=[CH:45][C:46]4[O:50][CH2:49][O:48][C:47]=4[CH:51]=[C:43]3[O:42][CH2:41]1)[C:33](=[O:40])[N:34]2[CH3:39], predict the reaction product. The product is: [CH3:39][N:34]1[C:35]2[C:31](=[C:30]([C:5]3[CH:4]=[N:3][N:2]([CH3:1])[CH:6]=3)[CH:38]=[CH:37][CH:36]=2)[C:32]2([C:44]3[C:43](=[CH:51][C:47]4[O:48][CH2:49][CH2:17][O:50][C:46]=4[CH:45]=3)[O:42][CH2:41]2)[C:33]1=[O:40].